Dataset: Retrosynthesis with 50K atom-mapped reactions and 10 reaction types from USPTO. Task: Predict the reactants needed to synthesize the given product. Given the product CC(=Nc1ccccc1)NS(=O)(=O)c1cc(I)cc(C#N)c1, predict the reactants needed to synthesize it. The reactants are: CC(=N)NS(=O)(=O)c1cc(I)cc(C#N)c1.Nc1ccccc1.